Dataset: Catalyst prediction with 721,799 reactions and 888 catalyst types from USPTO. Task: Predict which catalyst facilitates the given reaction. (1) The catalyst class is: 3. Reactant: [H-].[Na+].[CH3:3][C:4]([C:6]1[O:10][C:9]2[CH:11]=[CH:12][CH:13]=[C:14]([OH:15])[C:8]=2[C:7]=1[CH3:16])=[O:5].S(C1C=CC([N+]([O-])=O)=CC=1)(O[CH2:21][C@H:22]1[O:24][CH2:23]1)(=O)=O. Product: [CH3:3][C:4]([C:6]1[O:10][C:9]2[CH:11]=[CH:12][CH:13]=[C:14]([O:15][CH2:21][C@H:22]3[O:24][CH2:23]3)[C:8]=2[C:7]=1[CH3:16])=[O:5]. (2) Reactant: Cl.[NH2:2][CH2:3][C:4]1[CH:9]=[CH:8][C:7]([S:10]([NH2:13])(=[O:12])=[O:11])=[CH:6][CH:5]=1.[Br:14][C:15]1[N:19]2[CH:20]=[C:21]([Br:25])[N:22]=[C:23](Br)[C:18]2=[N:17][CH:16]=1.CCN(C(C)C)C(C)C. Product: [Br:14][C:15]1[N:19]2[CH:20]=[C:21]([Br:25])[N:22]=[C:23]([NH:2][CH2:3][C:4]3[CH:5]=[CH:6][C:7]([S:10]([NH2:13])(=[O:11])=[O:12])=[CH:8][CH:9]=3)[C:18]2=[N:17][CH:16]=1. The catalyst class is: 619. (3) The catalyst class is: 3. Product: [F:11][C:8]1[CH:9]=[CH:10][C:5]([CH2:4][NH2:1])=[C:6]([I:12])[CH:7]=1. Reactant: [N:1]([CH2:4][C:5]1[CH:10]=[CH:9][C:8]([F:11])=[CH:7][C:6]=1[I:12])=[N+]=[N-].C1(P(C2C=CC=CC=2)C2C=CC=CC=2)C=CC=CC=1.O.